This data is from Full USPTO retrosynthesis dataset with 1.9M reactions from patents (1976-2016). The task is: Predict the reactants needed to synthesize the given product. (1) The reactants are: [N:1]1[C:6]2[NH:7][CH:8]=[CH:9][C:5]=2[C:4]([C:10]2[CH:11]=[C:12]([NH:16][C:17](=[O:28])[C:18]3[CH:23]=[CH:22][CH:21]=[C:20]([C:24]([F:27])([F:26])[F:25])[CH:19]=3)[CH:13]=[CH:14][CH:15]=2)=[N:3][CH:2]=1.[CH3:29][O:30][C:31]1[CH:36]=[CH:35][C:34](B(O)O)=[CH:33][CH:32]=1.N1C=CC=CC=1. Given the product [CH3:29][O:30][C:31]1[CH:36]=[CH:35][C:34]([N:7]2[C:6]3[N:1]=[CH:2][N:3]=[C:4]([C:10]4[CH:11]=[C:12]([NH:16][C:17](=[O:28])[C:18]5[CH:23]=[CH:22][CH:21]=[C:20]([C:24]([F:26])([F:25])[F:27])[CH:19]=5)[CH:13]=[CH:14][CH:15]=4)[C:5]=3[CH:9]=[CH:8]2)=[CH:33][CH:32]=1, predict the reactants needed to synthesize it. (2) The reactants are: [C:1]([C:3]1[CH:10]=[CH:9][C:6]([CH2:7][OH:8])=[CH:5][CH:4]=1)#[N:2].O.[OH-].[Na+]. Given the product [NH2:2][CH2:1][C:3]1[CH:10]=[CH:9][C:6]([CH2:7][OH:8])=[CH:5][CH:4]=1, predict the reactants needed to synthesize it. (3) Given the product [N:11]1([C:14]2[N:19]=[CH:18][C:29]([NH2:28])=[CH:30][CH:15]=2)[CH2:10][CH2:9][NH:8][CH2:13][CH2:12]1, predict the reactants needed to synthesize it. The reactants are: C(OC([N:8]1[CH2:13][CH2:12][N:11]([C:14]2[C:15]3[C:30](OC)=[CH:29][N:28]=CC=3N=[C:18](C3C=CN=C(Cl)C=3)[N:19]=2)[CH2:10][CH2:9]1)=O)(C)(C)C.C(OC(N1CCN(C2C=CC(N)=CN=2)CC1)=O)(C)(C)C.